This data is from TCR-epitope binding with 47,182 pairs between 192 epitopes and 23,139 TCRs. The task is: Binary Classification. Given a T-cell receptor sequence (or CDR3 region) and an epitope sequence, predict whether binding occurs between them. (1) The epitope is FTISVTTEIL. The TCR CDR3 sequence is CASSLATSGGAFGTDTQYF. Result: 1 (the TCR binds to the epitope). (2) The epitope is PKYVKQNTLKLAT. The TCR CDR3 sequence is CASRGGGNIQYF. Result: 1 (the TCR binds to the epitope).